Dataset: Forward reaction prediction with 1.9M reactions from USPTO patents (1976-2016). Task: Predict the product of the given reaction. (1) Given the reactants [CH:1]([N:4]1[C:32](=[O:33])[C:31]2[N:12]3[CH2:13][CH2:14][C:15]4[CH:16]=[C:17]([O:29][CH3:30])[C:18]([C:21]5[C:22]([CH3:28])=[N:23][N:24]([CH3:27])[C:25]=5[CH3:26])=[CH:19][C:20]=4[C:11]3=[C:10]([C:34]3[S:35][CH:36]=[CH:37][CH:38]=3)[C:9]=2[CH2:8][NH:7][CH2:6][CH2:5]1)([CH3:3])[CH3:2].[C:39](O[C:39](=[O:43])[CH:40]([CH3:42])[CH3:41])(=[O:43])[CH:40]([CH3:42])[CH3:41].O.C(OCC)(=O)C, predict the reaction product. The product is: [C:39]([N:7]1[CH2:8][C:9]2[C:10]([C:34]3[S:35][CH:36]=[CH:37][CH:38]=3)=[C:11]3[C:20]4[CH:19]=[C:18]([C:21]5[C:22]([CH3:28])=[N:23][N:24]([CH3:27])[C:25]=5[CH3:26])[C:17]([O:29][CH3:30])=[CH:16][C:15]=4[CH2:14][CH2:13][N:12]3[C:31]=2[C:32](=[O:33])[N:4]([CH:1]([CH3:3])[CH3:2])[CH2:5][CH2:6]1)(=[O:43])[CH:40]([CH3:42])[CH3:41]. (2) Given the reactants [CH3:1][O:2][C:3]1[N:8]=[CH:7][C:6]2[C:9](=[O:17])[CH:10](C(OCC)=O)[CH2:11][C:5]=2[CH:4]=1.CC1C=CC(S(O)(=O)=O)=CC=1, predict the reaction product. The product is: [CH3:1][O:2][C:3]1[N:8]=[CH:7][C:6]2[C:9](=[O:17])[CH2:10][CH2:11][C:5]=2[CH:4]=1.